Dataset: Catalyst prediction with 721,799 reactions and 888 catalyst types from USPTO. Task: Predict which catalyst facilitates the given reaction. (1) Reactant: [CH:1]1([NH:4][C:5]2[N:10]=[C:9]([C:11]3[CH:16]=[CH:15][CH:14]=[CH:13][N:12]=3)[CH:8]=[C:7]([C:17]3[CH:18]=[N:19][CH:20]=[C:21]([C:23]#[C:24][Si](C)(C)C)[CH:22]=3)[CH:6]=2)[CH2:3][CH2:2]1.C(=O)([O-])[O-].[K+].[K+]. Product: [CH:1]1([NH:4][C:5]2[N:10]=[C:9]([C:11]3[CH:16]=[CH:15][CH:14]=[CH:13][N:12]=3)[CH:8]=[C:7]([C:17]3[CH:18]=[N:19][CH:20]=[C:21]([C:23]#[CH:24])[CH:22]=3)[CH:6]=2)[CH2:2][CH2:3]1. The catalyst class is: 191. (2) Reactant: [CH3:1][C:2]1[O:3][C:4](CO)=[C:5]([CH3:7])[N:6]=1.[CH:10]([Cl:13])(Cl)[Cl:11]. Product: [ClH:11].[Cl:13][CH2:10][C:4]1[O:3][C:2]([CH3:1])=[N:6][C:5]=1[CH3:7]. The catalyst class is: 309. (3) Reactant: IC.[CH2:3]([N:10]1[C:19](=[O:20])[C:18]2[C:13](=[CH:14][C:15]([Cl:21])=[CH:16][CH:17]=2)[N:12]=[C:11]1[CH:22]([N:26]1[C:32](=[O:33])[CH2:31][CH2:30][NH:29][CH2:28][CH2:27]1)[CH:23]([CH3:25])[CH3:24])[C:4]1[CH:9]=[CH:8][CH:7]=[CH:6][CH:5]=1.[CH3:34]CN(CC)CC. Product: [CH2:3]([N:10]1[C:19](=[O:20])[C:18]2[C:13](=[CH:14][C:15]([Cl:21])=[CH:16][CH:17]=2)[N:12]=[C:11]1[CH:22]([N:26]1[C:32](=[O:33])[CH2:31][CH2:30][N:29]([CH3:34])[CH2:28][CH2:27]1)[CH:23]([CH3:25])[CH3:24])[C:4]1[CH:9]=[CH:8][CH:7]=[CH:6][CH:5]=1. The catalyst class is: 2.